Dataset: NCI-60 drug combinations with 297,098 pairs across 59 cell lines. Task: Regression. Given two drug SMILES strings and cell line genomic features, predict the synergy score measuring deviation from expected non-interaction effect. Drug 1: C1C(C(OC1N2C=C(C(=O)NC2=O)F)CO)O. Drug 2: CCN(CC)CCCC(C)NC1=C2C=C(C=CC2=NC3=C1C=CC(=C3)Cl)OC. Cell line: OVCAR-4. Synergy scores: CSS=16.5, Synergy_ZIP=-4.60, Synergy_Bliss=-2.82, Synergy_Loewe=-8.81, Synergy_HSA=-0.398.